Dataset: Experimentally validated miRNA-target interactions with 360,000+ pairs, plus equal number of negative samples. Task: Binary Classification. Given a miRNA mature sequence and a target amino acid sequence, predict their likelihood of interaction. The miRNA is mmu-miR-3473c with sequence UCUCUCCAGCCCCCAUAAUAAG. The protein sequence of the target gene is MGKVNVAKLRYMSRDDFRVLTAVEMGMKNHEIVPCSLIASIASLKHGGCNKILRELVKHKLIAWERTKTVQGYRLTNAGYDYLALKTLSSRQVVESVGNQMGVGKESDIYIVANEAGQQLALKLHRLGRTSFRNLKNKRDYHKHRHNVSWLYLSRLSAMKEFAYMKALYERKFPVPKPIDYNRHAVIMELINGYPLCQIHHVEDPASVYDEAMELIVKLGNHGLIHGDFNEFNLMLDKDDHITMIDFPQMVSTSHPNAEWYFDRDVKCIREFFMKRFSYESELYPTFSDIRKEDSLDVEV.... Result: 1 (interaction).